From a dataset of Catalyst prediction with 721,799 reactions and 888 catalyst types from USPTO. Predict which catalyst facilitates the given reaction. (1) Reactant: C(OC([N:11]1[CH:16]=[CH:15][N:14]([CH2:17][C:18]2[CH:23]=[CH:22][C:21]([F:24])=[CH:20][CH:19]=2)[C:13](=[O:25])[CH2:12]1)=O)C1C=CC=CC=1. Product: [F:24][C:21]1[CH:22]=[CH:23][C:18]([CH2:17][N:14]2[CH2:15][CH2:16][NH:11][CH2:12][C:13]2=[O:25])=[CH:19][CH:20]=1. The catalyst class is: 563. (2) Reactant: [C:1]1([C@@H:7]([CH3:17])[CH2:8][NH:9][CH2:10][CH2:11][S:12][CH2:13][CH2:14][CH2:15][OH:16])[CH:6]=[CH:5][CH:4]=[CH:3][CH:2]=1.C(N(CC)CC)C.[C:25](O[C:25]([O:27][C:28]([CH3:31])([CH3:30])[CH3:29])=[O:26])([O:27][C:28]([CH3:31])([CH3:30])[CH3:29])=[O:26]. The catalyst class is: 7. Product: [OH:16][CH2:15][CH2:14][CH2:13][S:12][CH2:11][CH2:10][N:9]([CH2:8][C@@H:7]([C:1]1[CH:6]=[CH:5][CH:4]=[CH:3][CH:2]=1)[CH3:17])[C:25](=[O:26])[O:27][C:28]([CH3:31])([CH3:30])[CH3:29]. (3) Reactant: [N:1]([CH2:4][C:5]([N:7]([CH:14]1[CH2:19][CH2:18][CH2:17][CH2:16][CH2:15]1)[C:8]1[CH:13]=[CH:12][CH:11]=[CH:10][CH:9]=1)=[O:6])=[N+]=[N-]. Product: [NH2:1][CH2:4][C:5]([N:7]([CH:14]1[CH2:19][CH2:18][CH2:17][CH2:16][CH2:15]1)[C:8]1[CH:9]=[CH:10][CH:11]=[CH:12][CH:13]=1)=[O:6]. The catalyst class is: 19. (4) Reactant: [Cl:1][C:2]1[S:6][C:5]([S:7]([NH:10][C@@H:11]([CH2:16][OH:17])[C:12]([O:14][CH3:15])=[O:13])(=[O:9])=[O:8])=[CH:4][CH:3]=1.C([O-])([O-])=O.[K+].[K+].[CH2:24](I)[CH3:25]. Product: [Cl:1][C:2]1[S:6][C:5]([S:7]([N:10]([CH2:24][CH3:25])[C@@H:11]([CH2:16][OH:17])[C:12]([O:14][CH3:15])=[O:13])(=[O:9])=[O:8])=[CH:4][CH:3]=1. The catalyst class is: 39. (5) Reactant: Cl.[C:2]([O:6][C:7](=[O:13])[CH:8]1[CH2:12][CH2:11][CH2:10][NH:9]1)([CH3:5])([CH3:4])[CH3:3].CCN(CC)CC.[Cl:21][C:22]1[C:31]2[C:26](=[CH:27][CH:28]=[C:29]([C:32](Cl)=[O:33])[CH:30]=2)[C:25]([Cl:35])=[CH:24][N:23]=1. Product: [C:2]([O:6][C:7](=[O:13])[CH:8]1[CH2:12][CH2:11][CH2:10][N:9]1[C:32]([C:29]1[CH:30]=[C:31]2[C:26]([C:25]([Cl:35])=[CH:24][N:23]=[C:22]2[Cl:21])=[CH:27][CH:28]=1)=[O:33])([CH3:5])([CH3:3])[CH3:4]. The catalyst class is: 2. (6) Reactant: [C:1]([NH:4][NH:5][C:6](=O)[CH2:7][O:8][C:9]1[CH:13]=[C:12]([CH2:14][CH2:15][C:16]([O:18][CH2:19][CH3:20])=[O:17])[N:11]([CH2:21][C:22]2[CH:27]=[CH:26][C:25]([Cl:28])=[CH:24][C:23]=2[Cl:29])[N:10]=1)(=[O:3])[CH3:2].O=P12OP3(OP(OP(O3)(O1)=O)(=O)O2)=O.C[Si](C)(C)O[Si](C)(C)C.C1(C)C=CC=CC=1. Product: [Cl:29][C:23]1[CH:24]=[C:25]([Cl:28])[CH:26]=[CH:27][C:22]=1[CH2:21][N:11]1[C:12]([CH2:14][CH2:15][C:16]([O:18][CH2:19][CH3:20])=[O:17])=[CH:13][C:9]([O:8][CH2:7][C:6]2[O:3][C:1]([CH3:2])=[N:4][N:5]=2)=[N:10]1. The catalyst class is: 6. (7) Reactant: [NH2:1][C:2]1[CH:3]=[C:4]2[C:9](=[CH:10][CH:11]=1)[N:8]=[CH:7][C:6]([C:12]#[N:13])=[C:5]2[NH:14][C:15]1[CH:20]=[CH:19][C:18]([F:21])=[C:17]([Cl:22])[CH:16]=1.[CH3:23][N:24]([CH2:26][C:27]1[CH:35]=[C:34]2[C:30]([CH:31]=[C:32]([CH:36]=O)[NH:33]2)=[CH:29][CH:28]=1)[CH3:25].[BH3-]C#N.[Na+]. Product: [Cl:22][C:17]1[CH:16]=[C:15]([NH:14][C:5]2[C:4]3[C:9](=[CH:10][CH:11]=[C:2]([NH:1][CH2:36][C:32]4[NH:33][C:34]5[C:30]([CH:31]=4)=[CH:29][CH:28]=[C:27]([CH2:26][N:24]([CH3:23])[CH3:25])[CH:35]=5)[CH:3]=3)[N:8]=[CH:7][C:6]=2[C:12]#[N:13])[CH:20]=[CH:19][C:18]=1[F:21]. The catalyst class is: 14. (8) Reactant: C1([C@H]([N:9]2[C@H:17]3[C@@H:13]([CH2:14][O:15][CH2:16]3)[O:12][CH2:11][CH2:10]2)C)C=CC=CC=1.[Cl:18]C(OC(Cl)C)=O. Product: [ClH:18].[CH2:16]1[C@@H:17]2[C@H:13]([O:12][CH2:11][CH2:10][NH:9]2)[CH2:14][O:15]1. The catalyst class is: 26. (9) Reactant: Br[C:2]1[CH:3]=[N:4][N:5]([CH:7]2[CH2:12][CH2:11][CH2:10][CH2:9][O:8]2)[CH:6]=1.C([O-])([O-])=O.[Na+].[Na+].[N:19]1[CH:24]=[CH:23][C:22](B(O)O)=[CH:21][CH:20]=1.O. Product: [O:8]1[CH2:9][CH2:10][CH2:11][CH2:12][CH:7]1[N:5]1[CH:6]=[C:2]([C:22]2[CH:23]=[CH:24][N:19]=[CH:20][CH:21]=2)[CH:3]=[N:4]1. The catalyst class is: 77. (10) Reactant: [O:1]=[C:2]1[C:10](=[O:11])[C:9]2[C:4](=[CH:5][CH:6]=[C:7]([O:12][C:13]([F:16])([F:15])[F:14])[CH:8]=2)[N:3]1[CH:17]([CH2:21][CH:22]([CH3:24])[CH3:23])[C:18]([OH:20])=O.[CH3:25][N:26]1[CH:30]=[CH:29][C:28]([NH2:31])=[N:27]1.C(N(CC)C(C)C)(C)C.F[P-](F)(F)(F)(F)F.N1(O[P+](N(C)C)(N(C)C)N(C)C)C2C=CC=CC=2N=N1. Product: [CH3:25][N:26]1[CH:30]=[CH:29][C:28]([NH:31][C:18](=[O:20])[CH:17]([N:3]2[C:4]3[C:9](=[CH:8][C:7]([O:12][C:13]([F:16])([F:14])[F:15])=[CH:6][CH:5]=3)[C:10](=[O:11])[C:2]2=[O:1])[CH2:21][CH:22]([CH3:24])[CH3:23])=[N:27]1. The catalyst class is: 42.